This data is from Reaction yield outcomes from USPTO patents with 853,638 reactions. The task is: Predict the reaction yield, written as a fraction of the theoretical maximum amount of product (1.0 means a 100% yield; for example, 0.34 means a 34% yield). (1) The product is [CH3:1][C:2]1[C:6]([C:7]2[CH:19]=[C:18]([C:20]([NH2:44])=[O:21])[C:17]3[C:16]4[C:11](=[CH:12][CH:13]=[C:14]([O:23][CH3:24])[CH:15]=4)[N:10]([CH:25]([C:27]4[CH:28]=[CH:29][CH:30]=[CH:31][CH:32]=4)[CH3:26])[C:9]=3[CH:8]=2)=[C:5]([CH3:33])[O:4][N:3]=1. The reactants are [CH3:1][C:2]1[C:6]([C:7]2[CH:19]=[C:18]([C:20](O)=[O:21])[C:17]3[C:16]4[C:11](=[CH:12][CH:13]=[C:14]([O:23][CH3:24])[CH:15]=4)[N:10]([CH:25]([C:27]4[CH:32]=[CH:31][CH:30]=[CH:29][CH:28]=4)[CH3:26])[C:9]=3[CH:8]=2)=[C:5]([CH3:33])[O:4][N:3]=1.C(Cl)CCl.C1C=CC2N(O)N=[N:44]C=2C=1.[OH-].[NH4+]. The yield is 0.840. The catalyst is C1COCC1.C(Cl)Cl. (2) The reactants are [CH2:1]([NH:5][C:6]([C:8]1[CH:9]=[CH:10][CH:11]=[C:12]2[S:18][C:17]3[CH:19]=[CH:20][CH:21]=[CH:22][C:16]=3[N:15]=[C:14](Cl)[C:13]=12)=[O:7])[CH2:2][CH2:3][CH3:4].[Br-].[F:25][C:26]1[CH:27]=[CH:28][C:29]([Zn+])=[N:30][CH:31]=1.[NH4+].[Cl-]. The catalyst is Cl[Pd](Cl)([P](C1C=CC=CC=1)(C1C=CC=CC=1)C1C=CC=CC=1)[P](C1C=CC=CC=1)(C1C=CC=CC=1)C1C=CC=CC=1.C1COCC1. The product is [CH2:1]([NH:5][C:6]([C:8]1[CH:9]=[CH:10][CH:11]=[C:12]2[S:18][C:17]3[CH:19]=[CH:20][CH:21]=[CH:22][C:16]=3[N:15]=[C:14]([C:29]3[CH:28]=[CH:27][C:26]([F:25])=[CH:31][N:30]=3)[C:13]=12)=[O:7])[CH2:2][CH2:3][CH3:4]. The yield is 0.270.